From a dataset of Full USPTO retrosynthesis dataset with 1.9M reactions from patents (1976-2016). Predict the reactants needed to synthesize the given product. (1) Given the product [CH:2]([C:5]1[CH:13]=[CH:12][CH:11]=[C:10]2[C:6]=1[CH2:7][N:8]([CH2:17][C:18]1[C:23]([CH3:24])=[CH:22][C:21]([CH3:25])=[CH:20][C:19]=1[CH3:26])[CH:9]2[C:14]([NH:68][S:65]([C:64]1[C:59]([O:58][CH3:57])=[N:60][CH:61]=[CH:62][CH:63]=1)(=[O:67])=[O:66])=[O:15])([CH3:4])[CH3:3], predict the reactants needed to synthesize it. The reactants are: Cl.[CH:2]([C:5]1[CH:13]=[CH:12][CH:11]=[C:10]2[C:6]=1[CH2:7][N:8]([CH2:17][C:18]1[C:23]([CH3:24])=[CH:22][C:21]([CH3:25])=[CH:20][C:19]=1[CH3:26])[CH:9]2[C:14](O)=[O:15])([CH3:4])[CH3:3].C(=O)([O-])[O-].[Na+].[Na+].CN(C(ON1N=NC2C=CC=NC1=2)=[N+](C)C)C.F[P-](F)(F)(F)(F)F.[CH3:57][O:58][C:59]1[C:64]([S:65]([NH2:68])(=[O:67])=[O:66])=[CH:63][CH:62]=[CH:61][N:60]=1. (2) Given the product [CH2:1]([C@H:8]1[CH2:12][O:11][C:10](=[O:13])[N:9]1[C:14](=[O:25])[C@@H:15]([CH3:26])[CH2:16][CH2:17][CH2:18][C:19]1[CH:24]=[CH:23][CH:22]=[CH:21][CH:20]=1)[C:2]1[CH:3]=[CH:4][CH:5]=[CH:6][CH:7]=1, predict the reactants needed to synthesize it. The reactants are: [CH2:1]([C@H:8]1[CH2:12][O:11][C:10](=[O:13])[N:9]1[C:14](=[O:25])[CH2:15][CH2:16][CH2:17][CH2:18][C:19]1[CH:24]=[CH:23][CH:22]=[CH:21][CH:20]=1)[C:2]1[CH:7]=[CH:6][CH:5]=[CH:4][CH:3]=1.[CH3:26][Si]([N-][Si](C)(C)C)(C)C.[Li+].IC.OS([O-])(=O)=O.[K+].